From a dataset of Full USPTO retrosynthesis dataset with 1.9M reactions from patents (1976-2016). Predict the reactants needed to synthesize the given product. (1) Given the product [NH2:1][C:2]1[CH:7]=[CH:6][C:5]([CH:8]2[CH2:13][CH2:12][N:11]([C:14]([O:16][C:17]([CH3:20])([CH3:18])[CH3:19])=[O:15])[CH2:10][CH2:9]2)=[N:4][C:3]=1[C:21](=[O:23])[NH2:26], predict the reactants needed to synthesize it. The reactants are: [NH2:1][C:2]1[C:3]([C:21]([O:23]CC)=O)=[N:4][C:5]([CH:8]2[CH2:13][CH2:12][N:11]([C:14]([O:16][C:17]([CH3:20])([CH3:19])[CH3:18])=[O:15])[CH2:10][CH2:9]2)=[CH:6][CH:7]=1.[NH3:26]. (2) Given the product [F:27][C:25]([F:26])([F:28])[O:24][C:20]1[CH:19]=[C:18]([NH:17][C:16]([C@@H:15]2[CH2:14][CH2:13][C@H:12]([CH2:30][NH:31][C:32](=[O:34])[CH3:33])[NH:11]2)=[O:29])[CH:23]=[CH:22][CH:21]=1, predict the reactants needed to synthesize it. The reactants are: C(OC([N:11]1[C@H:15]([C:16](=[O:29])[NH:17][C:18]2[CH:23]=[CH:22][CH:21]=[C:20]([O:24][C:25]([F:28])([F:27])[F:26])[CH:19]=2)[CH2:14][CH2:13][C@@H:12]1[CH2:30][NH:31][C:32](=[O:34])[CH3:33])=O)C1C=CC=CC=1. (3) Given the product [O:66]=[CH:65][C@@H:63]([C@H:62]([C@@H:61]([C@@H:60]([CH2:59][OH:58])[OH:7])[OH:68])[OH:67])[OH:64], predict the reactants needed to synthesize it. The reactants are: N[C@H](C(O)=O)CCC(=[O:7])N.CC1(C)S[C@@H]2[C@H](NC(CC3C=CC=CC=3)=O)C(=O)N2[C@H]1C(O)=O.C[C@@H]1O[C@@H](O[C@H]2[C@H](O)[C@@H](O)[C@H](NC(N)=N)[C@@H](O)[C@@H]2NC(N)=N)[C@H]([O:58][C@@H:59]2[O:64][C@@H:63]([CH2:65][OH:66])[C@H:62]([OH:67])[C@@H:61]([OH:68])[C@@H:60]2NC)[C@@]1(O)C=O.C[C@@H]1[C@@H](O)[C@@H](C)[C@H](C)OC(=O)C[C@H](O)C[C@H](O)CC[C@@H](O)[C@H](O)C[C@H](O)C[C@@]2(O)O[C@H]([C@H](C(O)=O)[C@@H](O)C2)C[C@@H](O[C@@H]2O[C@H](C)[C@@H](O)[C@H](N)[C@@H]2O)C=CC=CC=CC=CC=CC=CC=C1.